This data is from Peptide-MHC class II binding affinity with 134,281 pairs from IEDB. The task is: Regression. Given a peptide amino acid sequence and an MHC pseudo amino acid sequence, predict their binding affinity value. This is MHC class II binding data. The peptide sequence is YPEDPVKLASIVKAS. The MHC is HLA-DQA10201-DQB10402 with pseudo-sequence HLA-DQA10201-DQB10402. The binding affinity (normalized) is 0.231.